From a dataset of Full USPTO retrosynthesis dataset with 1.9M reactions from patents (1976-2016). Predict the reactants needed to synthesize the given product. The reactants are: Cl.Cl.[NH2:3][CH2:4][CH2:5][N:6]1[C:14]2[C:13]([NH:15][C:16]3[CH:21]=[CH:20][C:19]([O:22][C:23]4[C:28]5[CH:29]=[CH:30][S:31][C:27]=5[CH:26]=[CH:25][CH:24]=4)=[C:18]([Cl:32])[CH:17]=3)=[N:12][CH:11]=[N:10][C:9]=2[CH:8]=[CH:7]1.Br[CH2:34][C:35]([CH3:40])([CH3:39])[C:36](O)=[O:37].ON1C2C=CC=CC=2N=N1.Cl.C(N=C=NCCCN(C)C)C.C[S-].[Na+].C(=O)([O-])O.[Na+]. Given the product [S:31]1[C:27]2[CH:26]=[CH:25][CH:24]=[C:23]([O:22][C:19]3[CH:20]=[CH:21][C:16]([NH:15][C:13]4[C:14]5[N:6]([CH2:5][CH2:4][N:3]6[CH2:34][C:35]([CH3:40])([CH3:39])[C:36]6=[O:37])[CH:7]=[CH:8][C:9]=5[N:10]=[CH:11][N:12]=4)=[CH:17][C:18]=3[Cl:32])[C:28]=2[CH:29]=[CH:30]1, predict the reactants needed to synthesize it.